From a dataset of Forward reaction prediction with 1.9M reactions from USPTO patents (1976-2016). Predict the product of the given reaction. Given the reactants [F:1][C:2]1[CH:7]=[CH:6][CH:5]=[C:4]([F:8])[C:3]=1[C:9]1[S:10][CH:11]=[C:12]([C:14]([O:16]CC)=[O:15])[N:13]=1.O.[OH-].[Li+].O.Cl, predict the reaction product. The product is: [F:8][C:4]1[CH:5]=[CH:6][CH:7]=[C:2]([F:1])[C:3]=1[C:9]1[S:10][CH:11]=[C:12]([C:14]([OH:16])=[O:15])[N:13]=1.